This data is from NCI-60 drug combinations with 297,098 pairs across 59 cell lines. The task is: Regression. Given two drug SMILES strings and cell line genomic features, predict the synergy score measuring deviation from expected non-interaction effect. (1) Drug 1: CC12CCC(CC1=CCC3C2CCC4(C3CC=C4C5=CN=CC=C5)C)O. Drug 2: CC1=C(C=C(C=C1)C(=O)NC2=CC(=CC(=C2)C(F)(F)F)N3C=C(N=C3)C)NC4=NC=CC(=N4)C5=CN=CC=C5. Cell line: HS 578T. Synergy scores: CSS=-1.84, Synergy_ZIP=2.83, Synergy_Bliss=3.49, Synergy_Loewe=-2.64, Synergy_HSA=-1.98. (2) Drug 1: C1=CC(=CC=C1CC(C(=O)O)N)N(CCCl)CCCl.Cl. Drug 2: C1CN1P(=S)(N2CC2)N3CC3. Cell line: MCF7. Synergy scores: CSS=23.1, Synergy_ZIP=-6.43, Synergy_Bliss=-1.52, Synergy_Loewe=-2.90, Synergy_HSA=-0.344. (3) Drug 1: C(=O)(N)NO. Drug 2: C1CN(CCN1C(=O)CCBr)C(=O)CCBr. Cell line: SNB-19. Synergy scores: CSS=15.6, Synergy_ZIP=-3.79, Synergy_Bliss=4.09, Synergy_Loewe=-4.23, Synergy_HSA=2.48. (4) Drug 1: C1CC(C1)(C2=CC=C(C=C2)C3=C(C=C4C(=N3)C=CN5C4=NNC5=O)C6=CC=CC=C6)N. Drug 2: CC1=C(C(=CC=C1)Cl)NC(=O)C2=CN=C(S2)NC3=CC(=NC(=N3)C)N4CCN(CC4)CCO. Cell line: HT29. Synergy scores: CSS=75.7, Synergy_ZIP=14.7, Synergy_Bliss=14.4, Synergy_Loewe=23.8, Synergy_HSA=25.2. (5) Drug 1: CC1=C2C(C(=O)C3(C(CC4C(C3C(C(C2(C)C)(CC1OC(=O)C(C(C5=CC=CC=C5)NC(=O)OC(C)(C)C)O)O)OC(=O)C6=CC=CC=C6)(CO4)OC(=O)C)O)C)O. Drug 2: CCC1=C2CN3C(=CC4=C(C3=O)COC(=O)C4(CC)O)C2=NC5=C1C=C(C=C5)O. Cell line: RXF 393. Synergy scores: CSS=1.15, Synergy_ZIP=-0.193, Synergy_Bliss=1.21, Synergy_Loewe=-0.853, Synergy_HSA=0.228. (6) Drug 1: CC=C1C(=O)NC(C(=O)OC2CC(=O)NC(C(=O)NC(CSSCCC=C2)C(=O)N1)C(C)C)C(C)C. Drug 2: CC1CCCC2(C(O2)CC(NC(=O)CC(C(C(=O)C(C1O)C)(C)C)O)C(=CC3=CSC(=N3)C)C)C. Cell line: HS 578T. Synergy scores: CSS=83.2, Synergy_ZIP=2.98, Synergy_Bliss=2.61, Synergy_Loewe=3.39, Synergy_HSA=4.45. (7) Drug 1: CNC(=O)C1=CC=CC=C1SC2=CC3=C(C=C2)C(=NN3)C=CC4=CC=CC=N4. Drug 2: C1=NC2=C(N=C(N=C2N1C3C(C(C(O3)CO)O)O)F)N. Cell line: CCRF-CEM. Synergy scores: CSS=41.6, Synergy_ZIP=-3.74, Synergy_Bliss=-3.98, Synergy_Loewe=-18.4, Synergy_HSA=-2.91. (8) Drug 1: CN(CC1=CN=C2C(=N1)C(=NC(=N2)N)N)C3=CC=C(C=C3)C(=O)NC(CCC(=O)O)C(=O)O. Drug 2: C1CC(C1)(C(=O)O)C(=O)O.[NH2-].[NH2-].[Pt+2]. Cell line: CCRF-CEM. Synergy scores: CSS=51.5, Synergy_ZIP=-5.05, Synergy_Bliss=-9.29, Synergy_Loewe=-35.4, Synergy_HSA=-9.67.